This data is from Forward reaction prediction with 1.9M reactions from USPTO patents (1976-2016). The task is: Predict the product of the given reaction. (1) Given the reactants C([O:8][C:9]1[CH:10]=[C:11]([C:20](=[O:26])[CH:21](OCC)O)[C:12]2[O:17][CH2:16][C:15](=[O:18])[NH:14][C:13]=2[CH:19]=1)C1C=CC=CC=1.[F:27][C:28]([F:45])([F:44])[C:29]1[CH:30]=[C:31]([CH2:39][C:40]([NH2:43])([CH3:42])[CH3:41])[CH:32]=[C:33]([C:35]([F:38])([F:37])[F:36])[CH:34]=1, predict the reaction product. The product is: [F:27][C:28]([F:44])([F:45])[C:29]1[CH:30]=[C:31]([CH2:39][C:40]([NH:43][CH2:21][CH:20]([C:11]2[C:12]3[O:17][CH2:16][C:15](=[O:18])[NH:14][C:13]=3[CH:19]=[C:9]([OH:8])[CH:10]=2)[OH:26])([CH3:42])[CH3:41])[CH:32]=[C:33]([C:35]([F:36])([F:37])[F:38])[CH:34]=1. (2) Given the reactants [NH:1]1[CH2:6][CH2:5][O:4][CH2:3][CH2:2]1.P([O-])([O-])([O-])=O.[K+].[K+].[K+].[F:15][C:16]1[CH:17]=[C:18]([N+:23]([O-:25])=[O:24])[CH:19]=[CH:20][C:21]=1F, predict the reaction product. The product is: [F:15][C:16]1[CH:17]=[C:18]([N+:23]([O-:25])=[O:24])[CH:19]=[CH:20][C:21]=1[N:1]1[CH2:6][CH2:5][O:4][CH2:3][CH2:2]1. (3) Given the reactants [C:1]([O:5][C:6](=[O:30])[NH:7][C:8]1[S:9][C:10]2[CH:16]=[C:15]([CH2:17][OH:18])[C:14]([O:19][CH3:20])=[C:13]([C:21]3[CH:26]=[CH:25][CH:24]=[C:23]([N+:27]([O-:29])=[O:28])[CH:22]=3)[C:11]=2[N:12]=1)([CH3:4])([CH3:3])[CH3:2].C(N(CC)CC)C.[CH2:38]([O:40][P:41](Cl)([O:43][CH2:44][CH3:45])=[O:42])[CH3:39], predict the reaction product. The product is: [C:1]([O:5][C:6](=[O:30])[NH:7][C:8]1[S:9][C:10]2[CH:16]=[C:15]([CH2:17][O:18][P:41]([O:43][CH2:44][CH3:45])([O:40][CH2:38][CH3:39])=[O:42])[C:14]([O:19][CH3:20])=[C:13]([C:21]3[CH:26]=[CH:25][CH:24]=[C:23]([N+:27]([O-:29])=[O:28])[CH:22]=3)[C:11]=2[N:12]=1)([CH3:4])([CH3:2])[CH3:3]. (4) Given the reactants [Cl:1][C:2]1[N:7]=[C:6](Cl)[CH:5]=[CH:4][N:3]=1.[C:9]([C:13]1[CH:17]=[C:16]([NH2:18])[NH:15][N:14]=1)([CH3:12])([CH3:11])[CH3:10].C(=O)([O-])[O-].[Na+].[Na+], predict the reaction product. The product is: [C:9]([C:13]1[CH:17]=[C:16]([NH2:18])[N:15]([C:6]2[CH:5]=[CH:4][N:3]=[C:2]([Cl:1])[N:7]=2)[N:14]=1)([CH3:12])([CH3:11])[CH3:10]. (5) Given the reactants Cl[C:2]1[N:7]2[N:8]=[CH:9][C:10]([C:11]([O:13][CH2:14][CH3:15])=[O:12])=[C:6]2[N:5]=[CH:4][C:3]=1[C:16]([N:18]1[CH2:23][CH2:22][CH:21]([C:24]2[CH:29]=[CH:28][C:27]([F:30])=[CH:26][CH:25]=2)[CH2:20][CH2:19]1)=[O:17].[F:31][C:32]1[CH:38]=[CH:37][C:35]([NH2:36])=[CH:34][C:33]=1[CH3:39], predict the reaction product. The product is: [CH2:14]([O:13][C:11]([C:10]1[CH:9]=[N:8][N:7]2[C:2]([NH:36][C:35]3[CH:37]=[CH:38][C:32]([F:31])=[C:33]([CH3:39])[CH:34]=3)=[C:3]([C:16]([N:18]3[CH2:23][CH2:22][CH:21]([C:24]4[CH:29]=[CH:28][C:27]([F:30])=[CH:26][CH:25]=4)[CH2:20][CH2:19]3)=[O:17])[CH:4]=[N:5][C:6]=12)=[O:12])[CH3:15]. (6) Given the reactants C=C[C@@H]1[C@@H:8]2[CH2:9][C@H:10]([C@@H:11]([OH:22])[C:12]3[CH:13]=[CH:14]N=C4C=C[CH:19]=[CH:18][C:17]=34)[N:5]([CH2:6][CH2:7]2)C1.N1C=CC=C[CH:24]=1.[C:29]([C:37]1C=CC=CN=1)(=[O:36])[C:30]1C=CC=CC=1.Cl.[O:44]1CC[CH2:46][CH2:45]1, predict the reaction product. The product is: [OH:22][C:11]([C:12]1[CH:17]=[CH:18][CH:19]=[CH:14][CH:13]=1)([C:10]1[CH:9]=[CH:8][CH:7]=[CH:6][N:5]=1)[CH2:46][C:45]([O:36][C:29]([CH3:30])([CH3:37])[CH3:24])=[O:44].